The task is: Predict the reaction yield, written as a fraction of the theoretical maximum amount of product (1.0 means a 100% yield; for example, 0.34 means a 34% yield).. This data is from Reaction yield outcomes from USPTO patents with 853,638 reactions. (1) The catalyst is ClCCl. The reactants are [CH2:1]([N:4]([CH2:15]/[CH:16]=[N:17]/[OH:18])[C:5](=[O:14])[O:6][CH2:7][C:8]1[CH:13]=[CH:12][CH:11]=[CH:10][CH:9]=1)[CH:2]=[CH2:3].Cl[O-].[Na+]. The yield is 0.750. The product is [N:17]1[O:18][CH2:3][CH:2]2[CH2:1][N:4]([C:5]([O:6][CH2:7][C:8]3[CH:13]=[CH:12][CH:11]=[CH:10][CH:9]=3)=[O:14])[CH2:15][C:16]=12. (2) The reactants are [ClH:1].[CH2:2]([C:6]1[N:7]=[C:8]([NH2:11])[NH:9][CH:10]=1)[CH2:3][C:4]#[CH:5].[CH2:12]([N:19]=[N+:20]=[N-:21])[C:13]1[CH:18]=[CH:17][CH:16]=[CH:15][CH:14]=1. No catalyst specified. The product is [ClH:1].[CH2:12]([N:19]1[CH:5]=[C:4]([CH2:3][CH2:2][C:6]2[N:7]=[C:8]([NH2:11])[NH:9][CH:10]=2)[N:21]=[N:20]1)[C:13]1[CH:18]=[CH:17][CH:16]=[CH:15][CH:14]=1. The yield is 0.460. (3) The reactants are [CH2:1]([N:8]1[C:12]2=[C:13]([N:19]3[CH2:28][CH2:27][C:26]4[C:21](=[CH:22][CH:23]=[CH:24][CH:25]=4)[CH2:20]3)[N:14]=[C:15]([C:17]#[N:18])[CH:16]=[C:11]2[C:10]([CH3:29])=[C:9]1[CH3:30])[C:2]1[CH:7]=[CH:6][CH:5]=[CH:4][CH:3]=1.[OH-:31].[K+]. The catalyst is C(O)C.O. The product is [CH2:1]([N:8]1[C:12]2=[C:13]([N:19]3[CH2:28][CH2:27][C:26]4[C:21](=[CH:22][CH:23]=[CH:24][CH:25]=4)[CH2:20]3)[N:14]=[C:15]([C:17]([NH2:18])=[O:31])[CH:16]=[C:11]2[C:10]([CH3:29])=[C:9]1[CH3:30])[C:2]1[CH:3]=[CH:4][CH:5]=[CH:6][CH:7]=1. The yield is 0.840. (4) The reactants are C(B1[O:11][C@H:10]2[CH2:12][C@H:7]([C@H:8]([CH2:25][CH2:26][C@@H:27](O)[CH2:28][CH2:29][C:30]3[CH:35]=[CH:34][CH:33]=[CH:32][CH:31]=3)[C@H:9]2[CH2:13]/[CH:14]=[CH:15]\[CH2:16][CH2:17][CH2:18][C:19]([O:21][CH:22]([CH3:24])[CH3:23])=[O:20])[O:6]1)CCC.Cl[C:38]([O:40][C:41]1[CH:57]=[CH:56][C:44]([C:45]([O:47][CH2:48][CH:49]([CH2:53][C:54]#[CH:55])[CH2:50][C:51]#[CH:52])=[O:46])=[CH:43][CH:42]=1)=[O:39].C[OH:59]. The catalyst is N1C=CC=CC=1. The product is [OH:11][C@H:10]1[CH2:12][C@@H:7]([OH:6])[C@H:8]([CH2:25][CH2:26][C@@H:27]([O:39][C:38]([O:40][C:41]2[CH:57]=[CH:56][C:44]([C:45]([O:47][CH2:48][CH:49]([CH2:53][C:54]#[CH:55])[CH2:50][C:51]#[CH:52])=[O:46])=[CH:43][CH:42]=2)=[O:59])[CH2:28][CH2:29][C:30]2[CH:31]=[CH:32][CH:33]=[CH:34][CH:35]=2)[C@H:9]1[CH2:13]/[CH:14]=[CH:15]\[CH2:16][CH2:17][CH2:18][C:19]([O:21][CH:22]([CH3:24])[CH3:23])=[O:20]. The yield is 0.470. (5) The product is [CH3:1][O:2][C:3]1[C:4]2[N:12]=[C:11]([NH:13][C:14]3[O:31][C@:23]4([CH2:22][N:21]=3)[CH:28]3[CH2:29][CH2:30][N:25]([CH2:26][CH2:27]3)[CH2:24]4)[S:10][C:5]=2[N:6]=[C:7]([CH3:9])[N:8]=1. The catalyst is CN(C=O)C. The reactants are [CH3:1][O:2][C:3]1[C:4]2[N:12]=[C:11]([N:13]=[C:14](SC)SC)[S:10][C:5]=2[N:6]=[C:7]([CH3:9])[N:8]=1.Cl.Cl.[NH2:21][CH2:22][C@@:23]1([OH:31])[CH:28]2[CH2:29][CH2:30][N:25]([CH2:26][CH2:27]2)[CH2:24]1.C(=O)([O-])[O-].[Cs+].[Cs+].O. The yield is 0.500.